Dataset: Forward reaction prediction with 1.9M reactions from USPTO patents (1976-2016). Task: Predict the product of the given reaction. (1) The product is: [Br:27][CH:28]1[C:29](=[O:30])[CH:31]([Br:32])[CH:10]2[N:11]([S:14]([C:17]3[CH:22]=[CH:21][C:20]([C:23]([F:25])([F:26])[F:24])=[CH:19][CH:18]=3)(=[O:16])=[O:15])[CH:12]1[CH:13]=[C:9]2[CH:6]1[CH2:7][CH2:8]1. Given the reactants C([Zn]CC)C.[CH:6]1([C:9]2[CH:13]=[CH:12][N:11]([S:14]([C:17]3[CH:22]=[CH:21][C:20]([C:23]([F:26])([F:25])[F:24])=[CH:19][CH:18]=3)(=[O:16])=[O:15])[CH:10]=2)[CH2:8][CH2:7]1.[Br:27][CH2:28][C:29]([C:31](Br)(Br)[Br:32])=[O:30], predict the reaction product. (2) Given the reactants [C:1]([C:4]12[CH2:11][CH2:10][C:7]([NH:12][CH2:13][C:14]([N:16]3[CH2:20][C@@H:19]([F:21])[CH2:18][C@H:17]3[C:22]#[N:23])=[O:15])([CH2:8][CH2:9]1)[CH2:6][CH2:5]2)([OH:3])=O.[NH2:24][C:25]1[S:26][CH:27]=[C:28]([C:30]2[CH:35]=[CH:34][N:33]=[CH:32][CH:31]=2)[N:29]=1, predict the reaction product. The product is: [F:21][C@@H:19]1[CH2:20][N:16]([C:14](=[O:15])[CH2:13][NH:12][C:7]23[CH2:10][CH2:11][C:4]([C:1]([NH:24][C:25]4[S:26][CH:27]=[C:28]([C:30]5[CH:35]=[CH:34][N:33]=[CH:32][CH:31]=5)[N:29]=4)=[O:3])([CH2:5][CH2:6]2)[CH2:9][CH2:8]3)[C@H:17]([C:22]#[N:23])[CH2:18]1. (3) Given the reactants [Cl:1][C:2]1[CH:33]=[CH:32][CH:31]=[CH:30][C:3]=1[O:4][C:5]1[CH:14]=[C:13]2[C:8]([C:9]([OH:29])=[C:10]([C:17]([NH:19][CH2:20][C:21]([CH3:28])([CH3:27])[C:22]([O:24]CC)=[O:23])=[O:18])[N:11]=[C:12]2[C:15]#[N:16])=[CH:7][CH:6]=1.O.CCOC(C)=O.Cl, predict the reaction product. The product is: [Cl:1][C:2]1[CH:33]=[CH:32][CH:31]=[CH:30][C:3]=1[O:4][C:5]1[CH:14]=[C:13]2[C:8]([C:9]([OH:29])=[C:10]([C:17]([NH:19][CH2:20][C:21]([CH3:28])([CH3:27])[C:22]([OH:24])=[O:23])=[O:18])[N:11]=[C:12]2[C:15]#[N:16])=[CH:7][CH:6]=1. (4) Given the reactants [N:1]([CH2:4][CH:5]([O:14][CH:15]([CH3:17])[CH3:16])[CH2:6][C:7]1[CH:12]=[CH:11][C:10]([Cl:13])=[CH:9][CH:8]=1)=[N+]=[N-].CP(C)C.O, predict the reaction product. The product is: [Cl:13][C:10]1[CH:9]=[CH:8][C:7]([CH2:6][CH:5]([O:14][CH:15]([CH3:17])[CH3:16])[CH2:4][NH2:1])=[CH:12][CH:11]=1. (5) Given the reactants [C:1]([NH:4][C:5]1[CH:6]=[CH:7][C:8]([Br:14])=[C:9]([CH:13]=1)[C:10]([OH:12])=[O:11])(=[O:3])[CH3:2].ON1[C:20]2C=CC=C[C:19]=2N=N1.CN(C1C=CC=CN=1)C.Cl.CN(C)CCCC(N=C=N)C, predict the reaction product. The product is: [C:1]([NH:4][C:5]1[CH:6]=[CH:7][C:8]([Br:14])=[C:9]([CH:13]=1)[C:10]([O:12][CH2:19][CH3:20])=[O:11])(=[O:3])[CH3:2]. (6) Given the reactants Cl[C:2]1[C:3]([C:13]([O:15][CH2:16][CH3:17])=[O:14])=[N:4][C:5]2[C:10]([N:11]=1)=[CH:9][CH:8]=[C:7]([F:12])[CH:6]=2.[CH3:18]B1OB(C)OB(C)O1.ClCCl.C(=O)([O-])[O-].[K+].[K+], predict the reaction product. The product is: [F:12][C:7]1[CH:6]=[C:5]2[C:10]([N:11]=[C:2]([CH3:18])[C:3]([C:13]([O:15][CH2:16][CH3:17])=[O:14])=[N:4]2)=[CH:9][CH:8]=1. (7) The product is: [CH3:16][O:15][CH:3]([O:2][CH3:1])[CH2:4][C:5]1[CH:14]=[CH:13][C:8]([CH2:9][OH:10])=[CH:7][CH:6]=1. Given the reactants [CH3:1][O:2][CH:3]([O:15][CH3:16])[CH2:4][C:5]1[CH:14]=[CH:13][C:8]([C:9](OC)=[O:10])=[CH:7][CH:6]=1.[H-].[Al+3].[Li+].[H-].[H-].[H-].O.[OH-].[Na+], predict the reaction product.